Dataset: Forward reaction prediction with 1.9M reactions from USPTO patents (1976-2016). Task: Predict the product of the given reaction. (1) Given the reactants [Cl:1][C:2]1[CH:10]=[CH:9][C:5]([C:6]([OH:8])=O)=[C:4]([I:11])[CH:3]=1.[CH3:12][N:13]1[CH2:18][CH2:17][NH:16][CH2:15][CH2:14]1.C(Cl)Cl, predict the reaction product. The product is: [Cl:1][C:2]1[CH:10]=[CH:9][C:5]([C:6]([N:16]2[CH2:17][CH2:18][N:13]([CH3:12])[CH2:14][CH2:15]2)=[O:8])=[C:4]([I:11])[CH:3]=1. (2) Given the reactants [C:1]([O:5][CH:6]([C:11]1[CH:16]=[C:15]([N+:17]([O-])=O)[C:14]([O:20][C:21]2[CH:26]=[CH:25][CH:24]=[CH:23][CH:22]=2)=[CH:13][C:12]=1[C:27]1[CH:28]=[CH:29][C:30]2[O:35][CH2:34][CH2:33][CH2:32][C:31]=2[CH:36]=1)[C:7]([O:9][CH3:10])=[O:8])([CH3:4])([CH3:3])[CH3:2], predict the reaction product. The product is: [NH2:17][C:15]1[C:14]([O:20][C:21]2[CH:22]=[CH:23][CH:24]=[CH:25][CH:26]=2)=[CH:13][C:12]([C:27]2[CH:28]=[CH:29][C:30]3[O:35][CH2:34][CH2:33][CH2:32][C:31]=3[CH:36]=2)=[C:11]([CH:6]([O:5][C:1]([CH3:3])([CH3:4])[CH3:2])[C:7]([O:9][CH3:10])=[O:8])[CH:16]=1. (3) The product is: [NH2:21][C:3]1[C:4](=[O:20])[N:5]([CH2:12][C:13]2[CH:18]=[CH:17][C:16]([Cl:19])=[CH:15][CH:14]=2)[C:6](=[O:11])[N:7]([CH2:8][CH2:9][CH3:10])[C:2]=1[NH2:1]. Given the reactants [NH2:1][C:2]1[N:7]([CH2:8][CH2:9][CH3:10])[C:6](=[O:11])[N:5]([CH2:12][C:13]2[CH:18]=[CH:17][C:16]([Cl:19])=[CH:15][CH:14]=2)[C:4](=[O:20])[C:3]=1[N:21]=O.N.S(S([O-])=O)([O-])=O.[Na+].[Na+], predict the reaction product. (4) Given the reactants [CH:1]1([O:4][C:5]2[CH:10]=[CH:9][CH:8]=[C:7](Br)[CH:6]=2)[CH2:3][CH2:2]1.[B:12]1([B:12]2[O:16][C:15]([CH3:18])([CH3:17])[C:14]([CH3:20])([CH3:19])[O:13]2)[O:16][C:15]([CH3:18])([CH3:17])[C:14]([CH3:20])([CH3:19])[O:13]1.C([O-])(=O)C.[K+], predict the reaction product. The product is: [CH:1]1([O:4][C:5]2[CH:6]=[C:7]([B:12]3[O:16][C:15]([CH3:18])([CH3:17])[C:14]([CH3:20])([CH3:19])[O:13]3)[CH:8]=[CH:9][CH:10]=2)[CH2:3][CH2:2]1. (5) Given the reactants [CH2:1]([O:8][C:9]([NH:11][C:12]1[C:13]([C:23](O)=[O:24])=[N:14][C:15]2[C:20]([CH:21]=1)=[CH:19][CH:18]=[C:17]([Br:22])[CH:16]=2)=[O:10])[C:2]1[CH:7]=[CH:6][CH:5]=[CH:4][CH:3]=1.[NH2:26][C:27]1[CH:28]=[N:29][CH:30]=[CH:31][C:32]=1[N:33]1[CH2:38][C@H:37]([C:39]([F:42])([F:41])[F:40])[CH2:36][C@H:35]([NH:43][C:44](=[O:50])[O:45][C:46]([CH3:49])([CH3:48])[CH3:47])[CH2:34]1.CN(C(ON1N=NC2C=CC=NC1=2)=[N+](C)C)C.F[P-](F)(F)(F)(F)F.CCN(C(C)C)C(C)C, predict the reaction product. The product is: [Br:22][C:17]1[CH:16]=[C:15]2[C:20]([CH:21]=[C:12]([NH:11][C:9](=[O:10])[O:8][CH2:1][C:2]3[CH:3]=[CH:4][CH:5]=[CH:6][CH:7]=3)[C:13]([C:23]([NH:26][C:27]3[CH:28]=[N:29][CH:30]=[CH:31][C:32]=3[N:33]3[CH2:38][C@H:37]([C:39]([F:41])([F:40])[F:42])[CH2:36][C@H:35]([NH:43][C:44]([O:45][C:46]([CH3:47])([CH3:49])[CH3:48])=[O:50])[CH2:34]3)=[O:24])=[N:14]2)=[CH:19][CH:18]=1.